From a dataset of Merck oncology drug combination screen with 23,052 pairs across 39 cell lines. Regression. Given two drug SMILES strings and cell line genomic features, predict the synergy score measuring deviation from expected non-interaction effect. (1) Drug 1: C=CCn1c(=O)c2cnc(Nc3ccc(N4CCN(C)CC4)cc3)nc2n1-c1cccc(C(C)(C)O)n1. Drug 2: Cn1cc(-c2cnn3c(N)c(Br)c(C4CCCNC4)nc23)cn1. Cell line: SKMEL30. Synergy scores: synergy=64.5. (2) Drug 1: COC12C(COC(N)=O)C3=C(C(=O)C(C)=C(N)C3=O)N1CC1NC12. Drug 2: CS(=O)(=O)CCNCc1ccc(-c2ccc3ncnc(Nc4ccc(OCc5cccc(F)c5)c(Cl)c4)c3c2)o1. Cell line: NCIH520. Synergy scores: synergy=5.57.